Dataset: Full USPTO retrosynthesis dataset with 1.9M reactions from patents (1976-2016). Task: Predict the reactants needed to synthesize the given product. (1) Given the product [CH2:26]([N:33]([CH2:22][C:21]1[CH:24]=[CH:25][C:18]([O:17][CH3:16])=[CH:19][CH:20]=1)[S:2]([C:5]1[CH:6]=[CH:7][C:8]([CH2:11][C:12]([OH:14])=[O:13])=[CH:9][CH:10]=1)(=[O:3])=[O:4])[C:27]1[CH:32]=[CH:31][CH:30]=[CH:29][CH:28]=1, predict the reactants needed to synthesize it. The reactants are: Cl[S:2]([C:5]1[CH:10]=[CH:9][C:8]([CH2:11][C:12]([O:14]C)=[O:13])=[CH:7][CH:6]=1)(=[O:4])=[O:3].[CH3:16][O:17][C:18]1[CH:25]=[CH:24][C:21]([CH:22]=O)=[CH:20][CH:19]=1.[CH2:26]([NH2:33])[C:27]1[CH:32]=[CH:31][CH:30]=[CH:29][CH:28]=1. (2) Given the product [O:19]=[C:11]1[CH:10]=[C:9]([CH2:8][N:1]([C:2]2[CH:3]=[CH:4][CH:5]=[CH:6][CH:7]=2)[C:20](=[O:23])[CH2:21][CH3:22])[C:18]2[C:13](=[CH:14][CH:15]=[CH:16][CH:17]=2)[NH:12]1, predict the reactants needed to synthesize it. The reactants are: [NH:1]([CH2:8][C:9]1[C:18]2[C:13](=[CH:14][CH:15]=[CH:16][CH:17]=2)[NH:12][C:11](=[O:19])[CH:10]=1)[C:2]1[CH:7]=[CH:6][CH:5]=[CH:4][CH:3]=1.[C:20](Cl)(=[O:23])[CH2:21][CH3:22].